This data is from Full USPTO retrosynthesis dataset with 1.9M reactions from patents (1976-2016). The task is: Predict the reactants needed to synthesize the given product. (1) The reactants are: B(Br)(Br)Br.[Cl:5][C:6]1[C:7]([CH2:21][C:22](=[O:29])[N:23]2[CH2:28][CH2:27][CH2:26][CH2:25][CH2:24]2)=[C:8]([C:14]([O:19]C)=[CH:15][C:16]=1[O:17]C)[C:9]([N:11]([CH3:13])[CH3:12])=[O:10].C([O-])([O-])=O.[Na+].[Na+].CCOC(C)=O. Given the product [Cl:5][C:6]1[C:7]([CH2:21][C:22](=[O:29])[N:23]2[CH2:28][CH2:27][CH2:26][CH2:25][CH2:24]2)=[C:8]([C:14]([OH:19])=[CH:15][C:16]=1[OH:17])[C:9]([N:11]([CH3:13])[CH3:12])=[O:10], predict the reactants needed to synthesize it. (2) Given the product [Br:11][C:10]1[C:5]([CH3:1])=[N:6][CH:7]=[C:8]([Cl:12])[CH:9]=1, predict the reactants needed to synthesize it. The reactants are: [CH3:1][Mg+].[Br-].Br[C:5]1[C:10]([Br:11])=[CH:9][C:8]([Cl:12])=[CH:7][N:6]=1. (3) The reactants are: [CH3:1][O:2][C:3]1[CH:4]=[C:5]([NH2:10])[C:6]([NH2:9])=[CH:7][CH:8]=1.[CH3:11][O:12][C:13](=[O:22])[C:14]1[CH:19]=[CH:18][C:17]([CH:20]=O)=[CH:16][CH:15]=1.S(=O)(O)[O-].[Na+]. Given the product [CH3:11][O:12][C:13](=[O:22])[C:14]1[CH:19]=[CH:18][C:17]([C:20]2[NH:10][C:5]3[CH:4]=[C:3]([O:2][CH3:1])[CH:8]=[CH:7][C:6]=3[N:9]=2)=[CH:16][CH:15]=1, predict the reactants needed to synthesize it. (4) Given the product [NH2:18][C:17]1[CH:16]=[C:15]([O:14][CH2:12][CH3:13])[C:21]([O:22][CH2:23][CH3:24])=[CH:20][C:19]=1[C:25]([C:26]1[CH:31]=[CH:30][CH:29]=[CH:28][CH:27]=1)=[O:2], predict the reactants needed to synthesize it. The reactants are: C[O:2]C1C=C(C=CC=1OC)N.[CH2:12]([O:14][C:15]1[CH:16]=[C:17]([CH:19]=[CH:20][C:21]=1[O:22][CH2:23][CH3:24])[NH2:18])[CH3:13].[C:25](#N)[C:26]1[CH:31]=[CH:30][CH:29]=[CH:28][CH:27]=1. (5) Given the product [Cl:1][C:2]1[C:7]([NH:8][C:9]2[N:14]=[C:13]([NH:15][CH2:16][CH3:17])[C:12]3=[N:27][CH:28]=[C:29]([C:30]#[N:31])[N:11]3[N:10]=2)=[CH:6][C:5]([C:32]#[N:33])=[CH:4][C:3]=1[NH:34][C@@H:35]1[CH2:40][CH2:39][N:38]([C:41]([O:43][CH3:44])=[O:42])[CH2:37][C@H:36]1[OH:45], predict the reactants needed to synthesize it. The reactants are: [Cl:1][C:2]1[C:7]([NH:8][C:9]2[N:14]=[C:13]([N:15](CC)[CH2:16][C:17]3C=CC(OC)=CC=3)[C:12]3=[N:27][CH:28]=[C:29]([C:30]#[N:31])[N:11]3[N:10]=2)=[CH:6][C:5]([C:32]#[N:33])=[CH:4][C:3]=1[NH:34][C@@H:35]1[CH2:40][CH2:39][N:38]([C:41]([O:43][CH3:44])=[O:42])[CH2:37][C@H:36]1[OH:45].C1(OC)C=CC=CC=1.C(O)(C(F)(F)F)=O. (6) Given the product [CH2:1]([O:3][C:4]([C:6]1[O:10][N:9]=[C:8]([C:11]2[CH:12]=[CH:13][C:14]([OH:17])=[CH:15][CH:16]=2)[CH:7]=1)=[O:5])[CH3:2], predict the reactants needed to synthesize it. The reactants are: [CH2:1]([O:3][C:4]([C:6]1[O:10][N:9]=[C:8]([C:11]2[CH:16]=[CH:15][C:14]([O:17]C)=[CH:13][CH:12]=2)[CH:7]=1)=[O:5])[CH3:2].B(Br)(Br)Br.